From a dataset of Peptide-MHC class I binding affinity with 185,985 pairs from IEDB/IMGT. Regression. Given a peptide amino acid sequence and an MHC pseudo amino acid sequence, predict their binding affinity value. This is MHC class I binding data. (1) The peptide sequence is KYRLKHIVW. The MHC is HLA-A23:01 with pseudo-sequence HLA-A23:01. The binding affinity (normalized) is 0.211. (2) The peptide sequence is QEYADVFHL. The binding affinity (normalized) is 0.635. The MHC is HLA-B40:02 with pseudo-sequence HLA-B40:02. (3) The peptide sequence is FPFKYAAAF. The MHC is HLA-A24:02 with pseudo-sequence HLA-A24:02. The binding affinity (normalized) is 0.216.